Dataset: Forward reaction prediction with 1.9M reactions from USPTO patents (1976-2016). Task: Predict the product of the given reaction. (1) Given the reactants [O:1]1[CH2:5][CH2:4][CH2:3][CH:2]1[C:6]1[CH:12]=[CH:11][CH:10]=[CH:9][C:7]=1[NH2:8], predict the reaction product. The product is: [O:1]1[CH2:5][CH2:4][CH2:3][C@@H:2]1[C:6]1[CH:12]=[CH:11][CH:10]=[CH:9][C:7]=1[NH2:8]. (2) Given the reactants [Cl:1][C:2]1[CH:11]=[C:10]2[C:5]([CH:6]=[CH:7][CH:8]=[C:9]2[CH3:12])=[CH:4][CH:3]=1.[Br:13]N1C(=O)CCC1=O, predict the reaction product. The product is: [Br:13][CH2:12][C:9]1[C:10]2[C:5](=[CH:4][CH:3]=[C:2]([Cl:1])[CH:11]=2)[CH:6]=[CH:7][CH:8]=1. (3) Given the reactants [N+:1]([C:4]1[CH:12]=[C:11]2[C:7]([CH:8]=[N:9][NH:10]2)=[CH:6][CH:5]=1)([O-:3])=[O:2].[H-].[Na+].Cl[CH2:16][O:17][CH2:18][CH2:19][Si:20]([CH3:23])([CH3:22])[CH3:21], predict the reaction product. The product is: [N+:1]([C:4]1[CH:12]=[C:11]2[C:7]([CH:8]=[N:9][N:10]2[CH2:16][O:17][CH2:18][CH2:19][Si:20]([CH3:23])([CH3:22])[CH3:21])=[CH:6][CH:5]=1)([O-:3])=[O:2]. (4) Given the reactants [ClH:1].C(OCC)(=O)C.[CH2:8]([NH:22][C:23](=[O:42])[O:24][C:25]1[CH:30]=[CH:29][CH:28]=[CH:27][C:26]=1[CH2:31][CH2:32][C:33]([N:35]1[CH2:40][CH2:39][N:38]([CH3:41])[CH2:37][CH2:36]1)=[O:34])[CH2:9][CH2:10][CH2:11][CH2:12][CH2:13][CH2:14][CH2:15][CH2:16][CH2:17][CH2:18][CH2:19][CH2:20][CH3:21], predict the reaction product. The product is: [ClH:1].[CH2:8]([NH:22][C:23](=[O:42])[O:24][C:25]1[CH:30]=[CH:29][CH:28]=[CH:27][C:26]=1[CH2:31][CH2:32][C:33]([N:35]1[CH2:40][CH2:39][N:38]([CH3:41])[CH2:37][CH2:36]1)=[O:34])[CH2:9][CH2:10][CH2:11][CH2:12][CH2:13][CH2:14][CH2:15][CH2:16][CH2:17][CH2:18][CH2:19][CH2:20][CH3:21]. (5) Given the reactants CN(C(ON1N=NC2C=CC=NC1=2)=[N+](C)C)C.F[P-](F)(F)(F)(F)F.[C:25]([N:28]1[C:37]2[C:32](=[CH:33][C:34]([NH2:38])=[CH:35][CH:36]=2)[C:31]([C:40]2[CH:45]=[CH:44][CH:43]=[CH:42][CH:41]=2)([CH3:39])[CH2:30][C:29]1([CH3:47])[CH3:46])(=[O:27])[CH3:26].[C:48]([O:51][C:52]1[CH:60]=[CH:59][CH:58]=[CH:57][C:53]=1[C:54](O)=[O:55])(=[O:50])[CH3:49].C(N(CC)C(C)C)(C)C, predict the reaction product. The product is: [C:25]([N:28]1[C:37]2[C:32](=[CH:33][C:34]([NH:38][C:54](=[O:55])[C:53]3[CH:57]=[CH:58][CH:59]=[CH:60][C:52]=3[O:51][C:48](=[O:50])[CH3:49])=[CH:35][CH:36]=2)[C:31]([C:40]2[CH:45]=[CH:44][CH:43]=[CH:42][CH:41]=2)([CH3:39])[CH2:30][C:29]1([CH3:47])[CH3:46])(=[O:27])[CH3:26]. (6) Given the reactants [CH3:1][CH2:2][CH2:3][S:4]([NH:7][C:8]1[CH:9]=[CH:10][C:11]([F:33])=[C:12]([C:15]([C:17]2[C:21]3[CH:22]=[C:23]([C:26]4[CH:27]=[CH:28][C:29]([Cl:32])=[CH:30][CH:31]=4)[CH:24]=[N:25][C:20]=3[NH:19][CH:18]=2)=[O:16])[C:13]=1[F:14])(=[O:6])=[O:5].[ClH:34].C(O)C, predict the reaction product. The product is: [CH3:1][CH2:2][CH2:3][S:4]([NH:7][C:8]1[CH:9]=[CH:10][C:11]([F:33])=[C:12]([C:15]([C:17]2[C:21]3[CH:22]=[C:23]([C:26]4[CH:27]=[CH:28][C:29]([Cl:32])=[CH:30][CH:31]=4)[CH:24]=[N:25][C:20]=3[NH:19][CH:18]=2)=[O:16])[C:13]=1[F:14])(=[O:6])=[O:5].[ClH:34].